The task is: Predict the product of the given reaction.. This data is from Forward reaction prediction with 1.9M reactions from USPTO patents (1976-2016). (1) Given the reactants C(O[C@H:9]([CH3:31])[C:10]([NH:12][C@H:13]1[CH2:17][C@@H:16]([N:18]2[CH:26]=[N:25][C:24]3[C:19]2=[N:20][C:21]([Cl:28])=[N:22][C:23]=3[Cl:27])[C@H:15]([OH:29])[C@@H:14]1[OH:30])=[O:11])C1C=CC=CC=1.[C:32]([O:36]CCC(O)=O)([CH3:35])([CH3:34])[CH3:33], predict the reaction product. The product is: [C:32]([O:36][CH2:31][CH2:9][C:10]([NH:12][C@H:13]1[CH2:17][C@@H:16]([N:18]2[CH:26]=[N:25][C:24]3[C:19]2=[N:20][C:21]([Cl:28])=[N:22][C:23]=3[Cl:27])[C@H:15]([OH:29])[C@@H:14]1[OH:30])=[O:11])([CH3:35])([CH3:34])[CH3:33]. (2) Given the reactants F[C:2]1[CH:7]=[CH:6][C:5]([N+:8]([O-:10])=[O:9])=[CH:4][C:3]=1[F:11].C([O-])([O-])=O.[K+].[K+].[NH:18]1[CH:22]=[CH:21][CH:20]=[N:19]1, predict the reaction product. The product is: [F:11][C:3]1[CH:4]=[C:5]([N+:8]([O-:10])=[O:9])[CH:6]=[CH:7][C:2]=1[N:18]1[CH:22]=[CH:21][CH:20]=[N:19]1. (3) Given the reactants CS(O[C:6]1([CH2:9][CH2:10][O:11][C:12](=[O:15])[CH2:13][CH3:14])[CH2:8][CH2:7]1)(=O)=O.[Br-].[Mg+2].[Br-].[Mg].[Br:20]CCBr.[Cl-].[NH4+], predict the reaction product. The product is: [C:12]([O:11][CH2:10][CH2:9][C:6]([CH2:8][Br:20])=[CH2:7])(=[O:15])[CH2:13][CH3:14]. (4) Given the reactants [F:1][C:2]1[CH:3]=[CH:4][C:5]2[S:11][CH2:10][CH2:9][CH2:8][N:7]([N:12]=O)[C:6]=2[CH:14]=1.[H-].[Al+3].[Li+].[H-].[H-].[H-], predict the reaction product. The product is: [F:1][C:2]1[CH:3]=[CH:4][C:5]2[S:11][CH2:10][CH2:9][CH2:8][N:7]([NH2:12])[C:6]=2[CH:14]=1. (5) Given the reactants [NH:1]1[C:9]2[C:4](=[CH:5][CH:6]=[CH:7][CH:8]=2)[CH:3]=[CH:2]1.C1(=O)O[CH2:13][CH2:12][O:11]1.C([O-])([O-])=O.[K+].[K+], predict the reaction product. The product is: [N:1]1([CH2:13][CH2:12][OH:11])[C:9]2[C:4](=[CH:5][CH:6]=[CH:7][CH:8]=2)[CH:3]=[CH:2]1.